From a dataset of Forward reaction prediction with 1.9M reactions from USPTO patents (1976-2016). Predict the product of the given reaction. (1) The product is: [O:20]1[CH2:21][CH2:22][CH:17]([O:16][C:11]2[CH:10]=[CH:9][C:8]([C:4]3[N:3]=[C:2]([NH:28][C:27]4[CH:29]=[C:30]([O:34][CH3:35])[C:31]([O:32][CH3:33])=[C:25]([O:24][CH3:23])[CH:26]=4)[N:7]=[CH:6][N:5]=3)=[CH:15][C:12]=2[C:13]#[N:14])[CH2:18][CH2:19]1. Given the reactants Cl[C:2]1[N:7]=[CH:6][N:5]=[C:4]([C:8]2[CH:9]=[CH:10][C:11]([O:16][CH:17]3[CH2:22][CH2:21][O:20][CH2:19][CH2:18]3)=[C:12]([CH:15]=2)[C:13]#[N:14])[N:3]=1.[CH3:23][O:24][C:25]1[CH:26]=[C:27]([CH:29]=[C:30]([O:34][CH3:35])[C:31]=1[O:32][CH3:33])[NH2:28].C(N(CC)C(C)C)(C)C, predict the reaction product. (2) Given the reactants [CH2:1]([N:8]1[CH2:13][CH2:12][N:11](C(OC(C)(C)C)=O)[C@H:10](/[CH:21]=[CH:22]/[C:23]2[CH:28]=[CH:27][CH:26]=[CH:25][N:24]=2)[CH2:9]1)[C:2]1[CH:7]=[CH:6][CH:5]=[CH:4][CH:3]=1.C(OCC)(=O)C.[ClH:35], predict the reaction product. The product is: [ClH:35].[ClH:35].[CH2:1]([N:8]1[CH2:13][CH2:12][NH:11][C@H:10](/[CH:21]=[CH:22]/[C:23]2[CH:28]=[CH:27][CH:26]=[CH:25][N:24]=2)[CH2:9]1)[C:2]1[CH:3]=[CH:4][CH:5]=[CH:6][CH:7]=1.